The task is: Regression. Given two drug SMILES strings and cell line genomic features, predict the synergy score measuring deviation from expected non-interaction effect.. This data is from NCI-60 drug combinations with 297,098 pairs across 59 cell lines. (1) Drug 1: CS(=O)(=O)C1=CC(=C(C=C1)C(=O)NC2=CC(=C(C=C2)Cl)C3=CC=CC=N3)Cl. Drug 2: CCCCCOC(=O)NC1=NC(=O)N(C=C1F)C2C(C(C(O2)C)O)O. Cell line: MCF7. Synergy scores: CSS=9.63, Synergy_ZIP=-1.33, Synergy_Bliss=2.74, Synergy_Loewe=-1.65, Synergy_HSA=1.61. (2) Drug 1: C1=CC(=C2C(=C1NCCNCCO)C(=O)C3=C(C=CC(=C3C2=O)O)O)NCCNCCO. Drug 2: CC1C(C(CC(O1)OC2CC(CC3=C2C(=C4C(=C3O)C(=O)C5=CC=CC=C5C4=O)O)(C(=O)C)O)N)O. Cell line: HCT-15. Synergy scores: CSS=44.1, Synergy_ZIP=0.777, Synergy_Bliss=1.21, Synergy_Loewe=4.13, Synergy_HSA=5.70. (3) Synergy scores: CSS=61.8, Synergy_ZIP=0.442, Synergy_Bliss=-1.01, Synergy_Loewe=-28.1, Synergy_HSA=-1.16. Cell line: HS 578T. Drug 2: CN(C)N=NC1=C(NC=N1)C(=O)N. Drug 1: CCC1=CC2CC(C3=C(CN(C2)C1)C4=CC=CC=C4N3)(C5=C(C=C6C(=C5)C78CCN9C7C(C=CC9)(C(C(C8N6C)(C(=O)OC)O)OC(=O)C)CC)OC)C(=O)OC.C(C(C(=O)O)O)(C(=O)O)O. (4) Drug 1: C1=CC(=CC=C1CCC2=CNC3=C2C(=O)NC(=N3)N)C(=O)NC(CCC(=O)O)C(=O)O. Drug 2: C1=CN(C(=O)N=C1N)C2C(C(C(O2)CO)O)O.Cl. Cell line: UACC-257. Synergy scores: CSS=10.1, Synergy_ZIP=-3.44, Synergy_Bliss=-0.558, Synergy_Loewe=-1.19, Synergy_HSA=-0.711. (5) Drug 1: CCCCC(=O)OCC(=O)C1(CC(C2=C(C1)C(=C3C(=C2O)C(=O)C4=C(C3=O)C=CC=C4OC)O)OC5CC(C(C(O5)C)O)NC(=O)C(F)(F)F)O. Drug 2: CC=C1C(=O)NC(C(=O)OC2CC(=O)NC(C(=O)NC(CSSCCC=C2)C(=O)N1)C(C)C)C(C)C. Cell line: MDA-MB-231. Synergy scores: CSS=50.5, Synergy_ZIP=-2.36, Synergy_Bliss=-1.98, Synergy_Loewe=-4.60, Synergy_HSA=-0.516. (6) Drug 1: CN(CC1=CN=C2C(=N1)C(=NC(=N2)N)N)C3=CC=C(C=C3)C(=O)NC(CCC(=O)O)C(=O)O. Drug 2: C1=NC2=C(N=C(N=C2N1C3C(C(C(O3)CO)O)O)F)N. Cell line: SK-MEL-28. Synergy scores: CSS=1.87, Synergy_ZIP=-1.21, Synergy_Bliss=0.639, Synergy_Loewe=-17.5, Synergy_HSA=-5.87.